From a dataset of B-cell epitopes from IEDB database with 3,159 antigens for binding position prediction. Token-level Classification. Given an antigen amino acid sequence, predict which amino acid positions are active epitope sites capable of antibody binding. Output is a list of indices for active positions. (1) Given the antigen sequence: ALANDGTIVITGSISDQTCVIEEPSTLNHIKVVQLPKISKNALRNDGDTAGATPFDIKLKECPQALGALKLYFEPGITTNYDTGDLIAYKQTYNASGNGNLSTVSSATKAKGVEFRLANLNGQHIRMGTDKTTQAAQTFTGKVTNGSKSYTLRYLASYVKKPKEDVDAAQITSYVGFSVVYP, which amino acid positions are active epitope sites? The epitope positions are: [8, 9, 10, 11, 12, 13]. The amino acids at these positions are: VITGSI. (2) Given the antigen sequence: SPTSNHSPTSCPPTCPGYRWMCLRRFIIFLFILLLCLIFLLVLLDYQGMLPVCPLIPGSSTTSTGPCRTCMTTAQGTSMYPSCCCTKPTDGNCTCIPIPSSWAFGKFLWEWASARFSWL, which amino acid positions are active epitope sites? The epitope positions are: [69, 70, 71, 72, 73, 74, 75, 76, 77, 78, 79, 80, 81, 82, 83, 84, 85, 86, 87, 88... (24 total positions)]. The amino acids at these positions are: CMTTAQGTSMYPSCCCTKPTDGNC.